Dataset: Full USPTO retrosynthesis dataset with 1.9M reactions from patents (1976-2016). Task: Predict the reactants needed to synthesize the given product. (1) Given the product [CH2:29]([O:31][C:32](=[O:35])[CH:33]([C:7]1[C:6]([F:11])=[CH:5][C:4]([O:3][CH2:1][CH3:2])=[CH:9][C:8]=1[F:10])[OH:34])[CH3:30], predict the reactants needed to synthesize it. The reactants are: [CH2:1]([O:3][C:4]1[CH:9]=[C:8]([F:10])[CH:7]=[C:6]([F:11])[CH:5]=1)[CH3:2].CN(C)CCN(C)CCN(C)C.[Li]CCCC.[CH2:29]([O:31][C:32](=[O:35])[CH:33]=[O:34])[CH3:30]. (2) Given the product [CH2:9]([C:8]([C:7](=[O:15])[CH3:6])=[CH:2][C:1]([OH:5])=[O:4])[CH2:10][CH2:11][CH2:12][CH2:13][CH3:14], predict the reactants needed to synthesize it. The reactants are: [C:1]([OH:5])(=[O:4])[CH:2]=O.[CH3:6][C:7](=[O:15])[CH2:8][CH2:9][CH2:10][CH2:11][CH2:12][CH2:13][CH3:14].